From a dataset of Forward reaction prediction with 1.9M reactions from USPTO patents (1976-2016). Predict the product of the given reaction. (1) Given the reactants [CH2:1]([O:9][C:10]1[CH:18]=[CH:17][C:13]([C:14]([OH:16])=[O:15])=[CH:12][CH:11]=1)[CH2:2][CH2:3][CH2:4][CH2:5][CH2:6][CH2:7][CH3:8].C(Cl)(=O)C(Cl)=O.O[C:26]1[CH:61]=[CH:60][C:29]([CH2:30][N:31]([CH2:52][C:53]([O:55]C(C)(C)C)=[O:54])[C:32](=[O:51])[C:33]2[CH:38]=[CH:37][C:36]([NH:39][C:40](=[O:50])[CH2:41][C:42]3[CH:47]=[CH:46][C:45]([O:48][CH3:49])=[CH:44][CH:43]=3)=[CH:35][CH:34]=2)=[CH:28][CH:27]=1.C(O)(C(F)(F)F)=O, predict the reaction product. The product is: [CH3:49][O:48][C:45]1[CH:44]=[CH:43][C:42]([CH2:41][C:40]([NH:39][C:36]2[CH:35]=[CH:34][C:33]([C:32]([N:31]([CH2:52][C:53]([OH:55])=[O:54])[CH2:30][C:29]3[CH:28]=[CH:27][C:26]([O:15][C:14](=[O:16])[C:13]4[CH:12]=[CH:11][C:10]([O:9][CH2:1][CH2:2][CH2:3][CH2:4][CH2:5][CH2:6][CH2:7][CH3:8])=[CH:18][CH:17]=4)=[CH:61][CH:60]=3)=[O:51])=[CH:38][CH:37]=2)=[O:50])=[CH:47][CH:46]=1. (2) Given the reactants [NH2:1][CH:2]([C:7]1[CH:12]=[CH:11][CH:10]=[CH:9][CH:8]=1)[CH2:3][C:4](O)=[O:5].[H-].[H-].[H-].[H-].[Li+].[Al+3], predict the reaction product. The product is: [NH2:1][CH:2]([C:7]1[CH:12]=[CH:11][CH:10]=[CH:9][CH:8]=1)[CH2:3][CH2:4][OH:5]. (3) Given the reactants Br[C:2]1[N:7]=[CH:6][C:5]([N:8]2[CH2:14][CH2:13][CH2:12][N:11]([C:15]([O:17][C:18]([CH3:21])([CH3:20])[CH3:19])=[O:16])[CH2:10][CH2:9]2)=[CH:4][CH:3]=1.[NH:22]1[CH2:26][CH2:25][CH2:24][CH2:23]1.CC(C)([O-])C.[K+].COCCOC, predict the reaction product. The product is: [N:22]1([C:2]2[N:7]=[CH:6][C:5]([N:8]3[CH2:14][CH2:13][CH2:12][N:11]([C:15]([O:17][C:18]([CH3:21])([CH3:20])[CH3:19])=[O:16])[CH2:10][CH2:9]3)=[CH:4][CH:3]=2)[CH2:26][CH2:25][CH2:24][CH2:23]1. (4) Given the reactants [OH:1][C:2]1[CH:11]=[C:10]2[C:5]([C:6](=[O:24])[C:7]([C:16]3[CH:23]=[CH:22][C:19]([C:20]#[N:21])=[CH:18][CH:17]=3)=[C:8]([C:12]([F:15])([F:14])[F:13])[O:9]2)=[CH:4][CH:3]=1.Cl.N[OH:27].C(N(CC)CC)C.C1N=C[N:37]([C:40](N2C=NC=C2)=[S:41])C=1, predict the reaction product. The product is: [OH:1][C:2]1[CH:11]=[C:10]2[C:5]([C:6](=[O:24])[C:7]([C:16]3[CH:23]=[CH:22][C:19]([C:20]4[NH:37][C:40](=[O:27])[S:41][N:21]=4)=[CH:18][CH:17]=3)=[C:8]([C:12]([F:15])([F:13])[F:14])[O:9]2)=[CH:4][CH:3]=1. (5) Given the reactants [CH3:1][O:2][C:3]1[CH:8]=[CH:7][CH:6]=[C:5]([NH:9][CH:10]2[CH2:15][CH2:14][N:13]([C:16]([O:18][C:19]([CH3:22])([CH3:21])[CH3:20])=[O:17])[CH2:12][CH2:11]2)[CH:4]=1.Cl[CH2:24][C:25]1[CH:30]=[CH:29][N:28]=[C:27]([C:31]2[CH:36]=[C:35]([O:37][CH3:38])[C:34]([O:39][CH3:40])=[C:33]([O:41][CH3:42])[CH:32]=2)[CH:26]=1, predict the reaction product. The product is: [C:19]([O:18][C:16]([N:13]1[CH2:14][CH2:15][CH:10]([N:9]([C:5]2[CH:6]=[CH:7][CH:8]=[C:3]([O:2][CH3:1])[CH:4]=2)[CH2:24][C:25]2[CH:30]=[CH:29][N:28]=[C:27]([C:31]3[CH:36]=[C:35]([O:37][CH3:38])[C:34]([O:39][CH3:40])=[C:33]([O:41][CH3:42])[CH:32]=3)[CH:26]=2)[CH2:11][CH2:12]1)=[O:17])([CH3:22])([CH3:21])[CH3:20]. (6) Given the reactants [Cl-].[Ca+2].[Cl-].[BH4-].[Na+].C[O:7][C:8]([C:10]1[CH:15]=[CH:14][C:13]([C:16]([O:18][CH3:19])=[O:17])=[C:12]([Cl:20])[N:11]=1)=O, predict the reaction product. The product is: [CH3:19][O:18][C:16](=[O:17])[C:13]1[CH:14]=[CH:15][C:10]([CH2:8][OH:7])=[N:11][C:12]=1[Cl:20]. (7) The product is: [CH3:13][C:11]1[CH:2]=[N:36][S:35][C:10]=1[C:9]1[CH:8]=[CH:7][CH:6]=[CH:5][C:4]=1[OH:3]. Given the reactants C[C:2]1[O:3][C:4]2[C:9]([C:10](=O)[CH:11]=1)=[CH:8][CH:7]=[CH:6][CH:5]=2.[CH3:13]OC1C=CC(P2(SP(C3C=CC(OC)=CC=3)(=S)S2)=S)=CC=1.[S:35](C1C=CC=CC=1)(C1C=CC=CC=1)=[NH:36], predict the reaction product. (8) Given the reactants [CH3:1][O:2][C:3]1[CH:4]=[C:5]2[C:10](=[C:11]([CH3:14])[C:12]=1[CH3:13])[NH:9][CH2:8][C:7]1([CH2:17][CH2:16][CH2:15]1)[C:6]2=[O:18].[Cl:19][C:20]1[CH:25]=[CH:24][C:23](I)=[CH:22][CH:21]=1.CC([O-])(C)C.[Na+], predict the reaction product. The product is: [Cl:19][C:20]1[CH:25]=[CH:24][C:23]([N:9]2[C:10]3[C:5](=[CH:4][C:3]([O:2][CH3:1])=[C:12]([CH3:13])[C:11]=3[CH3:14])[C:6](=[O:18])[C:7]3([CH2:15][CH2:16][CH2:17]3)[CH2:8]2)=[CH:22][CH:21]=1. (9) Given the reactants [CH3:1][C:2]1[C:11]([NH:12][C:13]2[CH:18]=[CH:17][C:16]([C:19]([F:22])([F:21])[F:20])=[CH:15][C:14]=2[NH:23][C:24]([C@H:26]2[CH2:30][CH2:29][CH2:28][O:27]2)=O)=[CH:10][CH:9]=[CH:8][C:3]=1[C:4]([O:6][CH3:7])=[O:5], predict the reaction product. The product is: [CH3:1][C:2]1[C:11]([N:12]2[C:13]3[CH:18]=[CH:17][C:16]([C:19]([F:20])([F:21])[F:22])=[CH:15][C:14]=3[N:23]=[C:24]2[C@H:26]2[CH2:30][CH2:29][CH2:28][O:27]2)=[CH:10][CH:9]=[CH:8][C:3]=1[C:4]([O:6][CH3:7])=[O:5]. (10) Given the reactants [Cl:1][C:2]1[CH:3]=[C:4]([NH:8][CH2:9][C:10]2[C:19]3[C:14](=[C:15]([F:20])[CH:16]=[CH:17][CH:18]=3)[NH:13][C:12](=[O:21])[CH:11]=2)[CH:5]=[CH:6][CH:7]=1.[CH3:22][C:23]1[CH:24]=[C:25]([CH:29]=[CH:30][CH:31]=1)[C:26](Cl)=[O:27], predict the reaction product. The product is: [Cl:1][C:2]1[CH:3]=[C:4]([N:8]([CH2:9][C:10]2[C:19]3[C:14](=[C:15]([F:20])[CH:16]=[CH:17][CH:18]=3)[NH:13][C:12](=[O:21])[CH:11]=2)[C:26](=[O:27])[C:25]2[CH:29]=[CH:30][CH:31]=[C:23]([CH3:22])[CH:24]=2)[CH:5]=[CH:6][CH:7]=1.